This data is from Reaction yield outcomes from USPTO patents with 853,638 reactions. The task is: Predict the reaction yield, written as a fraction of the theoretical maximum amount of product (1.0 means a 100% yield; for example, 0.34 means a 34% yield). (1) The reactants are [C:1]1([CH2:7][O:8][C:9]2[CH:10]=[C:11]3[C:15](=[CH:16][CH:17]=2)[N:14]([S:18]([C:21]2[CH:26]=[CH:25][CH:24]=[CH:23][CH:22]=2)(=[O:20])=[O:19])[CH:13]=[CH:12]3)[CH:6]=[CH:5][CH:4]=[CH:3][CH:2]=1.[Li][CH2:28]CCC.CI. The catalyst is C1COCC1. The product is [CH3:28][C:13]1[N:14]([S:18]([C:21]2[CH:26]=[CH:25][CH:24]=[CH:23][CH:22]=2)(=[O:20])=[O:19])[C:15]2[C:11]([CH:12]=1)=[CH:10][C:9]([O:8][CH2:7][C:1]1[CH:2]=[CH:3][CH:4]=[CH:5][CH:6]=1)=[CH:17][CH:16]=2. The yield is 0.770. (2) The reactants are I[Si](C)(C)C.C[O:7]/[CH:8]=[CH:9]/[C:10]1[CH:15]=[CH:14][C:13]([C:16]2[CH:21]=[N:20][CH:19]=[CH:18][N:17]=2)=[CH:12][CH:11]=1.C([O-])(O)=O.[Na+]. The catalyst is ClCCl. The product is [N:17]1[CH:18]=[CH:19][N:20]=[CH:21][C:16]=1[C:13]1[CH:12]=[CH:11][C:10]([CH2:9][CH:8]=[O:7])=[CH:15][CH:14]=1. The yield is 0.680. (3) The reactants are Br[CH2:2][CH2:3][CH2:4][CH2:5][CH2:6][CH2:7][CH2:8][CH2:9][CH2:10][CH2:11][CH2:12][CH2:13][OH:14].[CH3:15][CH:16]([CH3:22])[CH2:17][CH2:18][CH2:19][CH2:20]Br. No catalyst specified. The product is [CH3:15][CH:16]([CH3:22])[CH2:17][CH2:18][CH2:19][CH2:20][CH2:2][CH2:3][CH2:4][CH2:5][CH2:6][CH2:7][CH2:8][CH2:9][CH2:10][CH2:11][CH2:12][CH2:13][OH:14]. The yield is 0.440. (4) The reactants are [NH:1]1[C:9]2[C:4](=[CH:5][CH:6]=[CH:7][CH:8]=2)[C:3](/[CH:10]=[C:11]2\[O:12][C:13]3[C:20]([CH2:21][CH:22]4[CH2:27][CH2:26][N:25](C(OC(C)(C)C)=O)[CH2:24][CH2:23]4)=[C:19]([O:35][CH3:36])[CH:18]=[CH:17][C:14]=3[C:15]\2=[O:16])=[N:2]1.Cl. The catalyst is C(Cl)Cl.O1CCOCC1. The product is [NH:1]1[C:9]2[C:4](=[CH:5][CH:6]=[CH:7][CH:8]=2)[C:3](/[CH:10]=[C:11]2\[O:12][C:13]3[C:20]([CH2:21][CH:22]4[CH2:23][CH2:24][NH:25][CH2:26][CH2:27]4)=[C:19]([O:35][CH3:36])[CH:18]=[CH:17][C:14]=3[C:15]\2=[O:16])=[N:2]1. The yield is 0.920. (5) The reactants are [Cl:1][C:2]1[C:7]([Cl:8])=[CH:6][CH:5]=[CH:4][C:3]=1[N:9]1[CH2:14][CH2:13][N:12]([CH2:15][CH2:16][C@H:17]2[CH2:22][CH2:21][C@H:20]([NH2:23])[CH2:19][CH2:18]2)[CH2:11][CH2:10]1.[CH2:24]([N:26]=[C:27]=[O:28])[CH3:25]. The catalyst is ClCCl. The product is [Cl:1][C:2]1[C:7]([Cl:8])=[CH:6][CH:5]=[CH:4][C:3]=1[N:9]1[CH2:14][CH2:13][N:12]([CH2:15][CH2:16][C@H:17]2[CH2:22][CH2:21][C@H:20]([NH:23][C:27]([NH:26][CH2:24][CH3:25])=[O:28])[CH2:19][CH2:18]2)[CH2:11][CH2:10]1. The yield is 0.650.